Dataset: Full USPTO retrosynthesis dataset with 1.9M reactions from patents (1976-2016). Task: Predict the reactants needed to synthesize the given product. (1) Given the product [C:11]([O:10][C:8]([N:4]1[CH2:5][CH2:6][CH2:7][CH:2]([OH:1])[CH2:3]1)=[O:9])([CH3:14])([CH3:13])[CH3:12], predict the reactants needed to synthesize it. The reactants are: [OH:1][CH:2]1[CH2:7][CH2:6][CH2:5][NH:4][CH2:3]1.[C:8](O[C:8]([O:10][C:11]([CH3:14])([CH3:13])[CH3:12])=[O:9])([O:10][C:11]([CH3:14])([CH3:13])[CH3:12])=[O:9]. (2) Given the product [Br:6][C:7]1[CH:8]=[C:9]([CH:13]=[C:14]([Br:17])[C:15]=1[Cl:16])[C:10]#[N:12], predict the reactants needed to synthesize it. The reactants are: P(Cl)(Cl)(Cl)=O.[Br:6][C:7]1[CH:8]=[C:9]([CH:13]=[C:14]([Br:17])[C:15]=1[Cl:16])[C:10]([NH2:12])=O. (3) Given the product [OH:5][C:3]1[CH:4]=[C:9]([C:11]2[CH:16]=[CH:15][CH:14]=[CH:13][CH:12]=2)[C:8]2[C:7](=[CH:20][CH:19]=[CH:18][CH:17]=2)[N:6]=1, predict the reactants needed to synthesize it. The reactants are: [OH-].[Na+].[C:3]([NH:6][C:7]1[CH:20]=[CH:19][CH:18]=[CH:17][C:8]=1[C:9]([C:11]1[CH:16]=[CH:15][CH:14]=[CH:13][CH:12]=1)=O)(=[O:5])[CH3:4].